Dataset: Peptide-MHC class I binding affinity with 185,985 pairs from IEDB/IMGT. Task: Regression. Given a peptide amino acid sequence and an MHC pseudo amino acid sequence, predict their binding affinity value. This is MHC class I binding data. (1) The peptide sequence is RLWHYPCTV. The MHC is HLA-A02:06 with pseudo-sequence HLA-A02:06. The binding affinity (normalized) is 0.549. (2) The peptide sequence is IVKNIREGT. The MHC is HLA-A02:02 with pseudo-sequence HLA-A02:02. The binding affinity (normalized) is 0. (3) The peptide sequence is HTAAPWGSY. The MHC is HLA-B58:01 with pseudo-sequence HLA-B58:01. The binding affinity (normalized) is 0.483. (4) The MHC is HLA-A03:01 with pseudo-sequence HLA-A03:01. The binding affinity (normalized) is 0.611. The peptide sequence is TVYVYSRVK.